From a dataset of Catalyst prediction with 721,799 reactions and 888 catalyst types from USPTO. Predict which catalyst facilitates the given reaction. (1) Reactant: [CH2:1]([O:3][C:4]([C:6]1[O:14][C:13]2[C:12]([F:15])=[CH:11][N:10]=[CH:9][C:8]=2[C:7]=1OS(C(F)(F)F)(=O)=O)=[O:5])[CH3:2].[F:24][C:25]1[CH:30]=[C:29]([Si:31]([CH3:34])([CH3:33])[CH3:32])[CH:28]=[CH:27][C:26]=1[NH2:35].P([O-])([O-])([O-])=O.[K+].[K+].[K+].CC1(C)C2C(=C(P(C3C=CC=CC=3)C3C=CC=CC=3)C=CC=2)OC2C(P(C3C=CC=CC=3)C3C=CC=CC=3)=CC=CC1=2. Product: [CH2:1]([O:3][C:4]([C:6]1[O:14][C:13]2[C:12]([F:15])=[CH:11][N:10]=[CH:9][C:8]=2[C:7]=1[NH:35][C:26]1[CH:27]=[CH:28][C:29]([Si:31]([CH3:33])([CH3:32])[CH3:34])=[CH:30][C:25]=1[F:24])=[O:5])[CH3:2]. The catalyst class is: 101. (2) Reactant: [CH2:1]([O:3][C:4]([C:6]1[C:7]([CH3:26])=[C:8]([C:19]([O:21][C:22]([CH3:25])([CH3:24])[CH3:23])=[O:20])[NH:9][C:10]=1[CH2:11][CH2:12][CH2:13]OS(C)(=O)=O)=[O:5])[CH3:2].[CH3:27][N:28]([CH3:32])[CH2:29][CH2:30][NH2:31].C(OCC)(=O)C. Product: [CH2:1]([O:3][C:4]([C:6]1[C:7]([CH3:26])=[C:8]([C:19]([O:21][C:22]([CH3:25])([CH3:24])[CH3:23])=[O:20])[NH:9][C:10]=1[CH2:11][CH2:12][CH2:13][NH:31][CH2:30][CH2:29][N:28]([CH3:32])[CH3:27])=[O:5])[CH3:2]. The catalyst class is: 170. (3) Reactant: [F:1][C:2]([F:35])([F:34])[C:3]1[CH:8]=[CH:7][CH:6]=[CH:5][C:4]=1[CH:9]1[CH2:14][CH2:13][N:12]([C:15]([C:17]2[C:21]3[CH2:22][N:23]([C:27](OC(C)(C)C)=O)[CH2:24][CH2:25][CH2:26][C:20]=3[NH:19][N:18]=2)=[O:16])[CH2:11][CH2:10]1.Cl.C=O.C([O-])(O)=O.[Na+]. Product: [CH3:27][N:23]1[CH2:24][CH2:25][CH2:26][C:20]2[NH:19][N:18]=[C:17]([C:15]([N:12]3[CH2:11][CH2:10][CH:9]([C:4]4[CH:5]=[CH:6][CH:7]=[CH:8][C:3]=4[C:2]([F:35])([F:1])[F:34])[CH2:14][CH2:13]3)=[O:16])[C:21]=2[CH2:22]1. The catalyst class is: 275. (4) Reactant: [Cl:1][C:2]1[N:7]=[C:6]([NH2:8])[C:5]([CH3:9])=[CH:4][N:3]=1.[C:10]([C:14]1[CH:19]=[CH:18][CH:17]=[C:16](Br)[CH:15]=1)([CH3:13])([CH3:12])[CH3:11].CC1(C)C2C(=C(P(C3C=CC=CC=3)C3C=CC=CC=3)C=CC=2)OC2C(P(C3C=CC=CC=3)C3C=CC=CC=3)=CC=CC1=2.C(=O)([O-])[O-].[Cs+].[Cs+]. Product: [C:10]([C:14]1[CH:15]=[C:16]([NH:8][C:6]2[C:5]([CH3:9])=[CH:4][N:3]=[C:2]([Cl:1])[N:7]=2)[CH:17]=[CH:18][CH:19]=1)([CH3:13])([CH3:12])[CH3:11]. The catalyst class is: 62. (5) Reactant: Br.[C:2]([C:6]1[CH:11]=[CH:10][C:9](/[C:12](/[C:20]2[CH:25]=[CH:24][C:23]([O:26][C:27]3[CH:32]=[CH:31][CH:30]=[CH:29][CH:28]=3)=[C:22]([O:33]C)[N:21]=2)=[CH:13]\[C@@H:14]2[NH:18][C:17](=[O:19])[CH2:16][CH2:15]2)=[CH:8][CH:7]=1)([CH3:5])([CH3:4])[CH3:3].C(C1C=CC(/C(/C2C=CC=C(OC)N=2)=C\[C@@H]2NC(=O)CC2)=CC=1)(C)(C)C.O. Product: [C:2]([C:6]1[CH:11]=[CH:10][C:9](/[C:12](/[C:20]2[NH:21][C:22](=[O:33])[C:23]([O:26][C:27]3[CH:32]=[CH:31][CH:30]=[CH:29][CH:28]=3)=[CH:24][CH:25]=2)=[CH:13]\[C@H:14]2[CH2:15][CH2:16][C:17](=[O:19])[NH:18]2)=[CH:8][CH:7]=1)([CH3:5])([CH3:3])[CH3:4]. The catalyst class is: 12.